Dataset: Reaction yield outcomes from USPTO patents with 853,638 reactions. Task: Predict the reaction yield, written as a fraction of the theoretical maximum amount of product (1.0 means a 100% yield; for example, 0.34 means a 34% yield). (1) The reactants are [Si]([O:8][CH2:9][CH2:10][CH2:11][O:12][C:13]1[CH:18]=[CH:17][C:16]([N:19]([C:43]2[CH:48]=[CH:47][C:46]([O:49][CH3:50])=[CH:45][CH:44]=2)[C:20]2[CH:25]=[CH:24][C:23]([N:26]([C:35]3[CH:40]=[CH:39][C:38]([O:41][CH3:42])=[CH:37][CH:36]=3)[C:27]3[CH:32]=[CH:31][C:30]([O:33][CH3:34])=[CH:29][CH:28]=3)=[CH:22][CH:21]=2)=[CH:15][CH:14]=1)(C(C)(C)C)(C)C.O1CCCC1.[F-].C([N+](CCCC)(CCCC)CCCC)CCC. The catalyst is O. The product is [CH3:34][O:33][C:30]1[CH:29]=[CH:28][C:27]([N:26]([C:35]2[CH:36]=[CH:37][C:38]([O:41][CH3:42])=[CH:39][CH:40]=2)[C:23]2[CH:22]=[CH:21][C:20]([N:19]([C:43]3[CH:48]=[CH:47][C:46]([O:49][CH3:50])=[CH:45][CH:44]=3)[C:16]3[CH:17]=[CH:18][C:13]([O:12][CH2:11][CH2:10][CH2:9][OH:8])=[CH:14][CH:15]=3)=[CH:25][CH:24]=2)=[CH:32][CH:31]=1. The yield is 0.786. (2) The reactants are [NH2:1][C:2]1[CH:7]=[CH:6][C:5]([C:8]2[N:13]=[C:12]([N:14]3[CH2:19][CH2:18][O:17][CH2:16][CH2:15]3)[N:11]=[C:10]([C:20]3[CH:25]=[CH:24][C:23]([NH:26][C:27]([NH:29][CH3:30])=[O:28])=[CH:22][CH:21]=3)[N:9]=2)=[CH:4][CH:3]=1.[C:31]([C:34]1[CH:35]=[C:36]([NH:40][C:41](=[O:49])OC2C=CC=CC=2)[CH:37]=[CH:38][CH:39]=1)(=[O:33])[NH2:32]. No catalyst specified. The product is [CH3:30][NH:29][C:27]([NH:26][C:23]1[CH:22]=[CH:21][C:20]([C:10]2[N:11]=[C:12]([N:14]3[CH2:15][CH2:16][O:17][CH2:18][CH2:19]3)[N:13]=[C:8]([C:5]3[CH:4]=[CH:3][C:2]([NH:1][C:41]([NH:40][C:36]4[CH:35]=[C:34]([CH:39]=[CH:38][CH:37]=4)[C:31]([NH2:32])=[O:33])=[O:49])=[CH:7][CH:6]=3)[N:9]=2)=[CH:25][CH:24]=1)=[O:28]. The yield is 0.0400. (3) The reactants are [C:1]([CH2:3][C:4]([OH:6])=O)#[N:2].C1N(P(Cl)(N2C(=O)OCC2)=O)C(=O)OC1.C(N(CC)CC)C.[NH2:29][C:30]1[C:38]2[C:33](=[N:34][CH:35]=[C:36]([Br:53])[C:37]=2[N:39]2[CH2:44][CH2:43][CH2:42][C@@H:41]([NH:45][C:46](=[O:52])[O:47][C:48]([CH3:51])([CH3:50])[CH3:49])[CH2:40]2)[NH:32][CH:31]=1. The catalyst is CC#N.O.O.CN1C(=O)CCC1. The product is [Br:53][C:36]1[C:37]([N:39]2[CH2:44][CH2:43][CH2:42][C@@H:41]([NH:45][C:46](=[O:52])[O:47][C:48]([CH3:50])([CH3:49])[CH3:51])[CH2:40]2)=[C:38]2[C:30]([NH:29][C:4](=[O:6])[CH2:3][C:1]#[N:2])=[CH:31][NH:32][C:33]2=[N:34][CH:35]=1. The yield is 0.260. (4) The reactants are [CH3:1][C:2]([C:12]1[CH:16]=[C:15]([NH:17][C:18](=[O:31])[C:19]([CH3:30])([S:21]([CH:24]2[CH2:29][CH2:28][O:27][CH2:26][CH2:25]2)(=[O:23])=[O:22])[CH3:20])[O:14][N:13]=1)([CH3:11])[CH2:3][O:4]C1CCCCO1.C1(C)C=CC(S([O-])(=O)=O)=CC=1.[NH+]1C=CC=CC=1. The catalyst is C(O)C. The product is [OH:4][CH2:3][C:2]([C:12]1[CH:16]=[C:15]([NH:17][C:18](=[O:31])[C:19]([CH3:30])([S:21]([CH:24]2[CH2:25][CH2:26][O:27][CH2:28][CH2:29]2)(=[O:23])=[O:22])[CH3:20])[O:14][N:13]=1)([CH3:11])[CH3:1]. The yield is 0.810. (5) The reactants are Br[CH2:2][CH2:3][CH2:4][O:5][C:6]1[CH:11]=[CH:10][C:9]([B:12]2[O:16][C:15]([CH3:18])([CH3:17])[C:14]([CH3:20])([CH3:19])[O:13]2)=[CH:8][CH:7]=1.[CH2:21]([N:23]([CH2:27][CH3:28])[CH2:24][CH2:25][NH2:26])[CH3:22].C(=O)([O-])[O-].[K+].[K+]. The catalyst is C(#N)C. The product is [CH2:21]([N:23]([CH2:27][CH3:28])[CH2:24][CH2:25][NH:26][CH2:2][CH2:3][CH2:4][O:5][C:6]1[CH:11]=[CH:10][C:9]([B:12]2[O:16][C:15]([CH3:18])([CH3:17])[C:14]([CH3:20])([CH3:19])[O:13]2)=[CH:8][CH:7]=1)[CH3:22]. The yield is 0.530. (6) The catalyst is ClCCl. The yield is 0.690. The reactants are Cl.[CH2:2]([O:9][NH2:10])[C:3]1[CH:8]=[CH:7][CH:6]=[CH:5][CH:4]=1.C(=O)(O)[O-].[Na+].[C:16](O[C:16]([O:18][C:19]([CH3:22])([CH3:21])[CH3:20])=[O:17])([O:18][C:19]([CH3:22])([CH3:21])[CH3:20])=[O:17]. The product is [CH2:2]([O:9][NH:10][C:16](=[O:17])[O:18][C:19]([CH3:22])([CH3:21])[CH3:20])[C:3]1[CH:8]=[CH:7][CH:6]=[CH:5][CH:4]=1. (7) The product is [CH2:1]([O:8][CH2:9][C:10](=[O:17])[CH:11]([CH2:19][C:20]([C:22]1[CH:27]=[CH:26][C:25]([O:28][CH3:29])=[C:24]([O:30][CH:31]2[CH2:35][CH2:34][CH2:33][CH2:32]2)[CH:23]=1)=[O:21])[C:12]([O:14][CH2:15][CH3:16])=[O:13])[C:2]1[CH:7]=[CH:6][CH:5]=[CH:4][CH:3]=1. The yield is 0.750. The reactants are [CH2:1]([O:8][CH2:9][C:10](=[O:17])[CH2:11][C:12]([O:14][CH2:15][CH3:16])=[O:13])[C:2]1[CH:7]=[CH:6][CH:5]=[CH:4][CH:3]=1.Br[CH2:19][C:20]([C:22]1[CH:27]=[CH:26][C:25]([O:28][CH3:29])=[C:24]([O:30][CH:31]2[CH2:35][CH2:34][CH2:33][CH2:32]2)[CH:23]=1)=[O:21].BrCC(C1C=CC(OC(F)F)=C(OCC2CC2)C=1)=O. No catalyst specified.